Dataset: Retrosynthesis with 50K atom-mapped reactions and 10 reaction types from USPTO. Task: Predict the reactants needed to synthesize the given product. (1) Given the product c1ccc2nc(-n3ccc4cccnc43)ccc2c1, predict the reactants needed to synthesize it. The reactants are: Clc1ccc2ccccc2n1.c1cnc2[nH]ccc2c1. (2) Given the product CCC(Cl)N1C(=O)CCC1=O, predict the reactants needed to synthesize it. The reactants are: CC=CN1C(=O)CCC1=O.Cl. (3) Given the product O=C(Nc1ccc(Cl)cc1)C(O)c1ccccc1Cl, predict the reactants needed to synthesize it. The reactants are: O=C(Nc1ccc(Cl)cc1)C(O)c1ccc(F)cc1Cl. (4) Given the product CC1(C)Oc2cc3c(cc2[C@H](NCCc2ccccc2)[C@H]1O)OCS(=O)(=O)N3, predict the reactants needed to synthesize it. The reactants are: CC1(C)Oc2cc(NS(=O)(=O)CCl)c(O)cc2[C@H](NCCc2ccccc2)[C@H]1O. (5) The reactants are: O=C1COc2ccc(Br)cc2N1. Given the product Brc1ccc2c(c1)NCCO2, predict the reactants needed to synthesize it. (6) Given the product CCc1nc(C(N)=O)c(Cl)nc1OC1CCN(C(=O)OC(C)(C)C)C1, predict the reactants needed to synthesize it. The reactants are: CC(C)(C)OC(=O)N1CCC(O)C1.CCc1nc(C(N)=O)c(Cl)nc1Cl. (7) Given the product CC(C)Oc1cccc(F)c1, predict the reactants needed to synthesize it. The reactants are: CC(C)I.Oc1cccc(F)c1. (8) Given the product CN1CCN(C(=O)CCC#Cc2cccc(CO)n2)CC1, predict the reactants needed to synthesize it. The reactants are: C#CCCC(=O)N1CCN(C)CC1.OCc1cccc(Br)n1. (9) Given the product CSc1ccccc1OC1=CC(=O)N([C@@H](CC2CCCCC2)C(=O)O)C1, predict the reactants needed to synthesize it. The reactants are: COC(=O)[C@H](CC1CCCCC1)N1CC(Oc2ccccc2SC)=CC1=O. (10) Given the product O=C(NCC(=O)N1CCC(Oc2cccc(Cl)c2)CC1)c1cc(-c2ccccc2)[nH]n1, predict the reactants needed to synthesize it. The reactants are: Clc1cccc(OC2CCNCC2)c1.O=C(O)CNC(=O)c1cc(-c2ccccc2)[nH]n1.